This data is from Catalyst prediction with 721,799 reactions and 888 catalyst types from USPTO. The task is: Predict which catalyst facilitates the given reaction. (1) Reactant: C(=O)([O-])[O-:2].[Na+].[Na+].OO.[CH3:9][O:10][C:11]1[CH:23]=[C:22]2[C:14]([C:15]3[CH:16]=[C:17]([C:26]4[CH:31]=[CH:30][C:29]([O:32][CH3:33])=[CH:28][CH:27]=4)[CH:18]=[C:19]([C:24]#[N:25])[C:20]=3[NH:21]2)=[CH:13][CH:12]=1.[OH-].[Na+]. Product: [CH3:9][O:10][C:11]1[CH:23]=[C:22]2[C:14]([C:15]3[CH:16]=[C:17]([C:26]4[CH:27]=[CH:28][C:29]([O:32][CH3:33])=[CH:30][CH:31]=4)[CH:18]=[C:19]([C:24]([NH2:25])=[O:2])[C:20]=3[NH:21]2)=[CH:13][CH:12]=1. The catalyst class is: 8. (2) Reactant: [C:1]([O:5][C:6]([N:8]1[C:16]2[C:11](=[CH:12][C:13]([NH2:17])=[CH:14][CH:15]=2)[C:10]([NH2:18])=[N:9]1)=[O:7])([CH3:4])([CH3:3])[CH3:2].C1CN([P+](Br)(N2CCCC2)N2CCCC2)CC1.F[P-](F)(F)(F)(F)F.[C:43]([O:47][C:48]([NH:50][CH2:51][CH2:52][CH:53]([C:57]1[CH:62]=[CH:61][C:60]([Cl:63])=[C:59]([Cl:64])[CH:58]=1)[C:54](O)=[O:55])=[O:49])([CH3:46])([CH3:45])[CH3:44].C(N(C(C)C)CC)(C)C. Product: [C:1]([O:5][C:6]([N:8]1[C:16]2[C:11](=[CH:12][C:13]([NH:17][C:54](=[O:55])[CH:53]([C:57]3[CH:62]=[CH:61][C:60]([Cl:63])=[C:59]([Cl:64])[CH:58]=3)[CH2:52][CH2:51][NH:50][C:48]([O:47][C:43]([CH3:46])([CH3:45])[CH3:44])=[O:49])=[CH:14][CH:15]=2)[C:10]([NH2:18])=[N:9]1)=[O:7])([CH3:4])([CH3:2])[CH3:3]. The catalyst class is: 4.